This data is from Catalyst prediction with 721,799 reactions and 888 catalyst types from USPTO. The task is: Predict which catalyst facilitates the given reaction. (1) Reactant: [CH2:1]([O:3][C:4]([C:6]1[NH:7][C:8]([CH3:21])=[C:9]([C:12]2[CH:17]=[CH:16][C:15]([C:18]([OH:20])=O)=[CH:14][CH:13]=2)[C:10]=1[CH3:11])=[O:5])[CH3:2].C(Cl)(=O)C(Cl)=O.[CH3:28][O:29][C:30]1[CH:31]=[C:32]([NH2:36])[CH:33]=[CH:34][CH:35]=1.C(=O)(O)[O-].[Na+]. Product: [CH2:1]([O:3][C:4]([C:6]1[NH:7][C:8]([CH3:21])=[C:9]([C:12]2[CH:13]=[CH:14][C:15]([C:18](=[O:20])[NH:36][C:32]3[CH:33]=[CH:34][CH:35]=[C:30]([O:29][CH3:28])[CH:31]=3)=[CH:16][CH:17]=2)[C:10]=1[CH3:11])=[O:5])[CH3:2]. The catalyst class is: 85. (2) Reactant: [CH3:1][O:2][C:3](=[O:36])[C@@H:4]([NH:22][C:23]([C:25]1[C:34]([OH:35])=[CH:33][C:32]2[C:27](=[CH:28][CH:29]=[CH:30][CH:31]=2)[CH:26]=1)=[O:24])[CH2:5][C:6]1[CH:11]=[CH:10][C:9](C2C=CC3C(=CC=CC=3)C=2)=[CH:8][CH:7]=1.[Cl:37][C:38]1[CH:43]=[CH:42][C:41]([CH2:44][CH2:45][OH:46])=[CH:40][CH:39]=1.CC(OC(/N=N/C(OC(C)C)=O)=O)C.C1C=CC(P(C2C=CC=CC=2)C2C=CC=CC=2)=CC=1. The catalyst class is: 1. Product: [CH3:1][O:2][C:3](=[O:36])[C@@H:4]([NH:22][C:23]([C:25]1[C:34]([OH:35])=[CH:33][C:32]2[C:27](=[CH:28][CH:29]=[CH:30][CH:31]=2)[CH:26]=1)=[O:24])[CH2:5][C:6]1[CH:11]=[CH:10][C:9]([O:46][CH2:45][CH2:44][C:41]2[CH:42]=[CH:43][C:38]([Cl:37])=[CH:39][CH:40]=2)=[CH:8][CH:7]=1. (3) Reactant: [F:1][C:2]1[CH:7]=[CH:6][CH:5]=[C:4]([F:8])[C:3]=1[N:9]1[C:14]2[N:15]=[C:16]([O:27][CH2:28][CH2:29][NH:30]C(OC(C)(C)C)=O)[N:17]=[C:18]([C:19]3[CH:24]=[CH:23][C:22]([F:25])=[CH:21][C:20]=3[CH3:26])[C:13]=2[CH:12]=[CH:11][C:10]1=[O:38].C(O)(C(F)(F)F)=O. Product: [F:1][C:2]1[CH:7]=[CH:6][CH:5]=[C:4]([F:8])[C:3]=1[N:9]1[C:14]2[N:15]=[C:16]([O:27][CH2:28][CH2:29][NH2:30])[N:17]=[C:18]([C:19]3[CH:24]=[CH:23][C:22]([F:25])=[CH:21][C:20]=3[CH3:26])[C:13]=2[CH:12]=[CH:11][C:10]1=[O:38]. The catalyst class is: 2. (4) Reactant: [CH3:1][O:2][C:3]1[CH:4]=[C:5]([CH:28]=[C:29]([O:33][CH3:34])[C:30]=1[O:31][CH3:32])[C:6]([C:8]1[N:9]=[C:10]([C:13]2[CH:27]=[CH:26][C:16]([CH2:17][NH:18]C(=O)OC(C)(C)C)=[CH:15][CH:14]=2)[S:11][CH:12]=1)=[O:7].[ClH:35]. Product: [ClH:35].[NH2:18][CH2:17][C:16]1[CH:15]=[CH:14][C:13]([C:10]2[S:11][CH:12]=[C:8]([C:6]([C:5]3[CH:28]=[C:29]([O:33][CH3:34])[C:30]([O:31][CH3:32])=[C:3]([O:2][CH3:1])[CH:4]=3)=[O:7])[N:9]=2)=[CH:27][CH:26]=1. The catalyst class is: 135. (5) Reactant: Cl.Cl.[NH:3]1[CH:7]=[C:6]([NH:8][C:9]([C:11]2[CH:16]=[C:15]([CH2:17][O:18][C:19]3[CH:24]=[CH:23][CH:22]=[CH:21][C:20]=3[C:25]([F:28])([F:27])[F:26])[CH:14]=[CH:13][N:12]=2)=[O:10])[CH:5]=[N:4]1.[H-].[Na+].Br[CH2:32][CH:33]([OH:36])[CH2:34][CH3:35].O. Product: [OH:36][CH:33]([CH2:34][CH3:35])[CH2:32][N:3]1[CH:7]=[C:6]([NH:8][C:9]([C:11]2[CH:16]=[C:15]([CH2:17][O:18][C:19]3[CH:24]=[CH:23][CH:22]=[CH:21][C:20]=3[C:25]([F:26])([F:27])[F:28])[CH:14]=[CH:13][N:12]=2)=[O:10])[CH:5]=[N:4]1. The catalyst class is: 9. (6) Reactant: [NH2:1][C:2]1[N:10]=[CH:9][C:8]([Cl:11])=[CH:7][C:3]=1[C:4]([NH2:6])=[O:5].Br[CH2:13][C:14]1[CH:21]=[CH:20][C:17]([C:18]#[N:19])=[CH:16][C:15]=1[F:22].C(OCC)(=O)C. The catalyst class is: 3. Product: [ClH:11].[Cl:11][C:8]1[CH:7]=[C:3]([C:4]([NH2:6])=[O:5])[C:2](=[NH:1])[N:10]([CH2:13][C:14]2[CH:21]=[CH:20][C:17]([C:18]#[N:19])=[CH:16][C:15]=2[F:22])[CH:9]=1. (7) Reactant: [OH-:1].[Na+].BrBr.[C:5]([C:9]1[CH:14]=[CH:13][C:12]([C:15](=[O:17])C)=[C:11]([Br:18])[CH:10]=1)([CH3:8])([CH3:7])[CH3:6]. Product: [C:5]([C:9]1[CH:14]=[CH:13][C:12]([C:15]([OH:17])=[O:1])=[C:11]([Br:18])[CH:10]=1)([CH3:6])([CH3:7])[CH3:8]. The catalyst class is: 127. (8) Reactant: [F:1][C:2]([F:33])([F:32])[CH2:3][O:4][C:5]([N:7]1[CH2:13][C@H:12]([NH:14]C(OC(C)(C)C)=O)[C:11](=[O:22])[N:10]([CH2:23][C:24]([F:27])([F:26])[F:25])[C:9]2[CH:28]=[CH:29][CH:30]=[CH:31][C:8]1=2)=[O:6].[ClH:34]. Product: [ClH:34].[F:33][C:2]([F:1])([F:32])[CH2:3][O:4][C:5]([N:7]1[CH2:13][C@H:12]([NH2:14])[C:11](=[O:22])[N:10]([CH2:23][C:24]([F:25])([F:26])[F:27])[C:9]2[CH:28]=[CH:29][CH:30]=[CH:31][C:8]1=2)=[O:6]. The catalyst class is: 12. (9) Reactant: [C:1]([O:5][C:6]([NH:8][CH2:9][CH2:10][NH2:11])=[O:7])([CH3:4])([CH3:3])[CH3:2].F[C:13]1[CH:18]=[CH:17][C:16]([N+:19]([O-:21])=[O:20])=[CH:15][CH:14]=1.C(=O)([O-])[O-].[K+].[K+]. Product: [C:1]([O:5][C:6]([NH:8][CH2:9][CH2:10][NH:11][C:13]1[CH:18]=[CH:17][C:16]([N+:19]([O-:21])=[O:20])=[CH:15][CH:14]=1)=[O:7])([CH3:4])([CH3:3])[CH3:2]. The catalyst class is: 58. (10) Reactant: [H-].[Al+3].[Li+].[H-].[H-].[H-].C(O[C:12]([N:14]1[CH2:27][CH2:26][C:17]2[NH:18][C:19]3[CH:20]=[CH:21][C:22]([CH3:25])=[CH:23][C:24]=3[C:16]=2[CH2:15]1)=O)(C)(C)C.O.O.O.O.O.O.O.O.O.O.S([O-])([O-])(=O)=O.[Na+].[Na+]. Product: [CH3:12][N:14]1[CH2:27][CH2:26][C:17]2[NH:18][C:19]3[CH:20]=[CH:21][C:22]([CH3:25])=[CH:23][C:24]=3[C:16]=2[CH2:15]1. The catalyst class is: 7.